From a dataset of Forward reaction prediction with 1.9M reactions from USPTO patents (1976-2016). Predict the product of the given reaction. (1) Given the reactants [CH:1]([Si:4]([CH:38]([CH3:40])[CH3:39])([CH:35]([CH3:37])[CH3:36])[O:5][C@H:6]1[C@H:11]([O:12][Si:13]([CH:20]([CH3:22])[CH3:21])([CH:17]([CH3:19])[CH3:18])[CH:14]([CH3:16])[CH3:15])[CH:10]=[C:9]([C:23]2[C:28]([N+:29]([O-])=O)=[C:27](Cl)[N:26]=[CH:25][N:24]=2)[O:8][C@@H:7]1[CH:33]=[CH2:34])([CH3:3])[CH3:2], predict the reaction product. The product is: [CH2:33]([C@H:7]1[O:8][C@H:9]([C:23]2[C:28]([NH2:29])=[CH:27][N:26]=[CH:25][N:24]=2)[CH2:10][C@@H:11]([O:12][Si:13]([CH:20]([CH3:22])[CH3:21])([CH:17]([CH3:19])[CH3:18])[CH:14]([CH3:15])[CH3:16])[C@@H:6]1[O:5][Si:4]([CH:38]([CH3:39])[CH3:40])([CH:35]([CH3:37])[CH3:36])[CH:1]([CH3:3])[CH3:2])[CH3:34]. (2) The product is: [OH:16][C:14]1[CH:15]=[C:6]([C:5]2[S:1][CH:2]=[N:3][CH:4]=2)[CH:7]=[C:8]2[C:13]=1[N:12]=[CH:11][NH:10][C:9]2=[O:33]. Given the reactants [S:1]1[C:5]([C:6]2[CH:7]=[C:8]3[C:13](=[C:14]([O:16]COCC[Si](C)(C)C)[CH:15]=2)[N:12]=[CH:11][N:10](COCC[Si](C)(C)C)[C:9]3=[O:33])=[CH:4][N:3]=[CH:2]1, predict the reaction product. (3) Given the reactants OC1C=CC=C2C([NH:7]C(=O)C=12)=O.C[O:14][C:15]([C:17]1[C:30]2[C:29](=O)[C:28]3[C:23](=[CH:24][CH:25]=C(CBr)[CH:27]=3)[O:22][C:21]=2[CH:20]=[CH:19][CH:18]=1)=O.[NH2:34][NH2:35].[CH2:36]([OH:38])[CH3:37], predict the reaction product. The product is: [NH2:7][O:38][CH2:36][C:37]1[CH:25]=[CH:24][C:23]2[O:22][C:21]3[C:30]4=[C:17]([C:15](=[O:14])[NH:34][N:35]=[C:29]4[C:28]=2[CH:27]=1)[CH:18]=[CH:19][CH:20]=3. (4) Given the reactants [CH:1]1([N:5]2[CH2:10][CH2:9][N:8]([C:11]([C:13]3[CH:14]=[C:15]4[C:19](=[CH:20][CH:21]=3)[NH:18][C:17]([C:22]([N:24]3[CH2:29][CH2:28][S:27](=[O:31])(=[O:30])[CH2:26][CH2:25]3)=[O:23])=[CH:16]4)=[O:12])[CH2:7][CH2:6]2)[CH2:4][CH2:3][CH2:2]1.[H-].[Na+].CS(O[CH2:39][C:40]([F:43])([F:42])[F:41])(=O)=O, predict the reaction product. The product is: [CH:1]1([N:5]2[CH2:6][CH2:7][N:8]([C:11]([C:13]3[CH:14]=[C:15]4[C:19](=[CH:20][CH:21]=3)[N:18]([CH2:39][C:40]([F:43])([F:42])[F:41])[C:17]([C:22]([N:24]3[CH2:29][CH2:28][S:27](=[O:30])(=[O:31])[CH2:26][CH2:25]3)=[O:23])=[CH:16]4)=[O:12])[CH2:9][CH2:10]2)[CH2:2][CH2:3][CH2:4]1. (5) Given the reactants C([O:4][CH2:5][C@@H:6]1[C@@H:11]([O:12]C(=O)C)[C@H:10]([O:16]C(=O)C)[C@H:9]([F:20])[C@@H:8]([O:21][C:22]2[CH:27]=[CH:26][C:25](Br)=[CH:24][C:23]=2[CH3:29])[O:7]1)(=O)C.[N+:30]([C:33]1[CH:34]=[C:35](B(O)O)[CH:36]=[CH:37][CH:38]=1)([O-:32])=[O:31].C([O-])([O-])=O.[Cs+].[Cs+], predict the reaction product. The product is: [F:20][C@@H:9]1[C@@H:8]([O:21][C:22]2[CH:27]=[CH:26][C:25]([C:37]3[CH:36]=[CH:35][CH:34]=[C:33]([N+:30]([O-:32])=[O:31])[CH:38]=3)=[CH:24][C:23]=2[CH3:29])[O:7][C@H:6]([CH2:5][OH:4])[C@@H:11]([OH:12])[C@@H:10]1[OH:16]. (6) Given the reactants [C:1]1([CH:7]([C:29]2[CH:34]=[CH:33][CH:32]=[CH:31][CH:30]=2)[CH2:8][NH:9][C:10]2[N:18]=[C:17]([C:19](OC)=[O:20])[N:16]=[C:15]3[C:11]=2[N:12]=[CH:13][N:14]3[CH:23]2[CH2:28][CH2:27][CH2:26][CH2:25][O:24]2)[CH:6]=[CH:5][CH:4]=[CH:3][CH:2]=1.[NH2:35][CH2:36][CH2:37][N:38]1[CH2:43][CH2:42][CH2:41][CH2:40][CH2:39]1, predict the reaction product. The product is: [C:1]1([CH:7]([C:29]2[CH:34]=[CH:33][CH:32]=[CH:31][CH:30]=2)[CH2:8][NH:9][C:10]2[N:18]=[C:17]([C:19]([NH:35][CH2:36][CH2:37][N:38]3[CH2:43][CH2:42][CH2:41][CH2:40][CH2:39]3)=[O:20])[N:16]=[C:15]3[C:11]=2[N:12]=[CH:13][N:14]3[CH:23]2[CH2:28][CH2:27][CH2:26][CH2:25][O:24]2)[CH:6]=[CH:5][CH:4]=[CH:3][CH:2]=1. (7) Given the reactants C1(C)C=CC=CC=1.[F:8][C:9]1[CH:10]=[CH:11][C:12]([CH3:24])=[C:13]([CH:15]=[N:16][C:17]([O:19][Si](C)(C)C)=[CH2:18])[CH:14]=1.C(OC([N:32]1[C:40]2[C:35](=[CH:36][CH:37]=[C:38]([Cl:41])[CH:39]=2)/[C:34](=[CH:42]/[C:43]2[C:44]([O:50][C:51]([C:54]([O:56][CH3:57])=[O:55])([CH3:53])[CH3:52])=[N:45][CH:46]=[C:47]([Cl:49])[CH:48]=2)/[C:33]1=[O:58])=O)(C)(C)C, predict the reaction product. The product is: [Cl:41][C:38]1[CH:39]=[C:40]2[NH:32][C:33](=[O:58])[C:34]3([CH:42]([C:43]4[C:44]([O:50][C:51]([C:54]([O:56][CH3:57])=[O:55])([CH3:53])[CH3:52])=[N:45][CH:46]=[C:47]([Cl:49])[CH:48]=4)[CH2:19][C:17](=[O:18])[NH:16][CH:15]3[C:13]3[CH:14]=[C:9]([F:8])[CH:10]=[CH:11][C:12]=3[CH3:24])[C:35]2=[CH:36][CH:37]=1.